This data is from Catalyst prediction with 721,799 reactions and 888 catalyst types from USPTO. The task is: Predict which catalyst facilitates the given reaction. (1) Reactant: [H-].[Na+].[CH2:3]1[O:20][CH2:19][CH2:18]O[CH2:18][CH2:19][O:20][CH2:3][CH2:3][O:20][CH2:19][CH2:18]O[CH2:18][CH2:19][O:20][CH2:3]1.[CH:21]([C:23]1[CH:28]=[CH:27][C:26]([B:29]2[O:37][C:34]([CH3:36])([CH3:35])[C:31]([CH3:33])([CH3:32])[O:30]2)=[CH:25][CH:24]=1)=O.[C:38]1(/[CH:44]=[CH:44]/[C:38]2[CH:43]=CC=[CH:40][CH:39]=2)[CH:43]=CC=[CH:40][CH:39]=1.C1C[O:55][CH2:54]C1. Product: [CH3:54][O:55][C:40]1[CH:39]=[C:38]([CH:43]=[C:19]([O:20][CH3:3])[CH:18]=1)/[CH:44]=[CH:21]/[C:23]1[CH:28]=[CH:27][C:26]([B:29]2[O:37][C:34]([CH3:36])([CH3:35])[C:31]([CH3:33])([CH3:32])[O:30]2)=[CH:25][CH:24]=1. The catalyst class is: 521. (2) Reactant: [Cl:1][C:2]1[C:3]2[NH:4][C:5]3[CH:6]=[C:7]4[C:11](=[C:12]([CH:26]=3)[CH2:13][CH2:14][C:15]3[CH:25]=[C:19]([NH:20][C:21]([N:24]=2)=[N:22][CH:23]=1)[CH:18]=[CH:17][CH:16]=3)[O:10][C:9](=[O:27])[N:8]4COCC[Si](C)(C)C.N.O.C(OCC)(=O)C. Product: [Cl:1][C:2]1[C:3]2[NH:4][C:5]3[CH:6]=[C:7]4[C:11](=[C:12]([CH:26]=3)[CH2:13][CH2:14][C:15]3[CH:25]=[C:19]([NH:20][C:21]([N:24]=2)=[N:22][CH:23]=1)[CH:18]=[CH:17][CH:16]=3)[O:10][C:9](=[O:27])[NH:8]4. The catalyst class is: 67. (3) Reactant: [Br:1][C:2]1[CH:3]=[CH:4][C:5]([NH:11][C:12](=[O:31])[C:13]2[CH:18]=[CH:17][CH:16]=[C:15]([S:19]([N:22]([C:24]3[CH:29]=[CH:28][C:27]([Cl:30])=[CH:26][CH:25]=3)[CH3:23])(=[O:21])=[O:20])[CH:14]=2)=[C:6]([CH:10]=1)[C:7]([OH:9])=O.C(N1C=CN=C1)(N1C=CN=C1)=O.[CH3:44][S:45]([NH2:48])(=[O:47])=[O:46]. Product: [Br:1][C:2]1[CH:3]=[CH:4][C:5]([NH:11][C:12](=[O:31])[C:13]2[CH:18]=[CH:17][CH:16]=[C:15]([S:19]([N:22]([C:24]3[CH:29]=[CH:28][C:27]([Cl:30])=[CH:26][CH:25]=3)[CH3:23])(=[O:21])=[O:20])[CH:14]=2)=[C:6]([C:7]([NH:48][S:45]([CH3:44])(=[O:47])=[O:46])=[O:9])[CH:10]=1. The catalyst class is: 1. (4) Reactant: [N:1]1[C:9]2[C:4](=[N:5][CH:6]=[CH:7][CH:8]=2)[N:3]([C:10]2[CH:15]=[CH:14][C:13]([CH2:16][C:17]([OH:19])=O)=[CH:12][CH:11]=2)[CH:2]=1.[CH3:20][N:21]([CH:33]1[CH2:38][CH2:37][N:36]([CH3:39])[CH2:35][CH2:34]1)[C:22]1[CH:27]=[CH:26][C:25]([NH2:28])=[CH:24][C:23]=1[C:29]([F:32])([F:31])[F:30]. Product: [N:1]1[C:9]2[C:4](=[N:5][CH:6]=[CH:7][CH:8]=2)[N:3]([C:10]2[CH:11]=[CH:12][C:13]([CH2:16][C:17]([NH:28][C:25]3[CH:26]=[CH:27][C:22]([N:21]([CH3:20])[CH:33]4[CH2:34][CH2:35][N:36]([CH3:39])[CH2:37][CH2:38]4)=[C:23]([C:29]([F:32])([F:30])[F:31])[CH:24]=3)=[O:19])=[CH:14][CH:15]=2)[CH:2]=1. The catalyst class is: 61. (5) Product: [CH2:29]([O:32][C:33]1([CH3:39])[CH2:34][CH2:35][N:36]([C:17]2[N:16]3[N:19]=[C:20]([C:22]([O:24][CH2:25][CH3:26])=[O:23])[CH:21]=[C:15]3[N:14]=[C:13]([CH3:27])[C:12]=2[C@H:6]([O:5][C:1]([CH3:4])([CH3:3])[CH3:2])[C:7]([O:9][CH2:10][CH3:11])=[O:8])[CH2:37][CH2:38]1)[CH:30]=[CH2:31]. The catalyst class is: 3. Reactant: [C:1]([O:5][C@@H:6]([C:12]1[C:13]([CH3:27])=[N:14][C:15]2[N:16]([N:19]=[C:20]([C:22]([O:24][CH2:25][CH3:26])=[O:23])[CH:21]=2)[C:17]=1Cl)[C:7]([O:9][CH2:10][CH3:11])=[O:8])([CH3:4])([CH3:3])[CH3:2].Cl.[CH2:29]([O:32][C:33]1([CH3:39])[CH2:38][CH2:37][NH:36][CH2:35][CH2:34]1)[CH:30]=[CH2:31]. (6) Reactant: [OH:1][C:2]1[CH:9]=[CH:8][C:5]([CH:6]=[O:7])=[CH:4][CH:3]=1.F[C:11]1[CH:16]=[CH:15][CH:14]=[CH:13][N:12]=1.[H-].[Na+]. Product: [N:12]1[CH:13]=[CH:14][CH:15]=[CH:16][C:11]=1[O:1][C:2]1[CH:9]=[CH:8][C:5]([CH:6]=[O:7])=[CH:4][CH:3]=1. The catalyst class is: 9.